Dataset: Full USPTO retrosynthesis dataset with 1.9M reactions from patents (1976-2016). Task: Predict the reactants needed to synthesize the given product. (1) The reactants are: [C:1]1([C:11]2[CH:20]=[CH:19][C:18]3[C:13](=[CH:14][CH:15]=[C:16](B(O)O)[CH:17]=3)[CH:12]=2)[C:10]2[C:5](=[CH:6][CH:7]=[CH:8][CH:9]=2)[CH:4]=[CH:3][CH:2]=1.[Br:24][C:25]1[CH:30]=[CH:29][C:28](I)=[CH:27][CH:26]=1.C(=O)([O-])[O-].[Na+].[Na+]. Given the product [Br:24][C:25]1[CH:30]=[CH:29][C:28]([C:16]2[CH:15]=[CH:14][C:13]3[C:18](=[CH:19][CH:20]=[C:11]([C:1]4[C:10]5[C:5](=[CH:6][CH:7]=[CH:8][CH:9]=5)[CH:4]=[CH:3][CH:2]=4)[CH:12]=3)[CH:17]=2)=[CH:27][CH:26]=1, predict the reactants needed to synthesize it. (2) Given the product [NH2:39][C@@H:35]([CH2:34][C:31]1[CH:32]=[CH:33][C:28]([C:26]2[CH:25]=[C:24]([O:4][CH:3]([C:5]3[CH:10]=[C:9]([O:11][CH3:12])[CH:8]=[CH:7][C:6]=3[N:13]3[CH:17]=[C:16]([CH3:18])[CH:15]=[N:14]3)[C:2]([F:19])([F:1])[F:20])[N:23]=[C:22]([NH2:21])[N:27]=2)=[CH:29][CH:30]=1)[C:36]([OH:38])=[O:37], predict the reactants needed to synthesize it. The reactants are: [F:1][C:2]([F:20])([F:19])[CH:3]([C:5]1[CH:10]=[C:9]([O:11][CH3:12])[CH:8]=[CH:7][C:6]=1[N:13]1[CH:17]=[C:16]([CH3:18])[CH:15]=[N:14]1)[OH:4].[NH2:21][C:22]1[N:27]=[C:26]([C:28]2[CH:33]=[CH:32][C:31]([CH2:34][C@H:35]([NH:39]C(OC(C)(C)C)=O)[C:36]([OH:38])=[O:37])=[CH:30][CH:29]=2)[CH:25]=[C:24](Cl)[N:23]=1.O1CCOCC1.C([O-])([O-])=O.[Cs+].[Cs+].